This data is from Reaction yield outcomes from USPTO patents with 853,638 reactions. The task is: Predict the reaction yield, written as a fraction of the theoretical maximum amount of product (1.0 means a 100% yield; for example, 0.34 means a 34% yield). The reactants are Br[C:2]1[CH:14]=[CH:13][C:5]([C:6]([O:8][C:9]([CH3:12])([CH3:11])[CH3:10])=[O:7])=[CH:4][CH:3]=1.CC1(C)C(C)(C)OB(/[CH:23]=[CH:24]/[C:25]2[CH:30]=[CH:29][CH:28]=[CH:27][CH:26]=2)O1.C(=O)([O-])[O-].[Na+].[Na+]. The catalyst is O1CCOCC1.O.C1C=CC([P]([Pd]([P](C2C=CC=CC=2)(C2C=CC=CC=2)C2C=CC=CC=2)([P](C2C=CC=CC=2)(C2C=CC=CC=2)C2C=CC=CC=2)[P](C2C=CC=CC=2)(C2C=CC=CC=2)C2C=CC=CC=2)(C2C=CC=CC=2)C2C=CC=CC=2)=CC=1. The product is [C:25]1([C:24]([C:2]2[CH:14]=[CH:13][C:5]([C:6]([O:8][C:9]([CH3:12])([CH3:11])[CH3:10])=[O:7])=[CH:4][CH:3]=2)=[CH2:23])[CH:30]=[CH:29][CH:28]=[CH:27][CH:26]=1. The yield is 0.875.